The task is: Predict which catalyst facilitates the given reaction.. This data is from Catalyst prediction with 721,799 reactions and 888 catalyst types from USPTO. (1) Reactant: [CH3:1][O:2][C:3]1[CH:8]=[CH:7][C:6]([CH2:9][C:10](=[O:17])[CH2:11][C:12]([O:14][CH2:15][CH3:16])=[O:13])=[CH:5][C:4]=1[N+:18]([O-:20])=[O:19].[BH4-].[Na+].Cl. Product: [OH:17][CH:10]([CH2:9][C:6]1[CH:7]=[CH:8][C:3]([O:2][CH3:1])=[C:4]([N+:18]([O-:20])=[O:19])[CH:5]=1)[CH2:11][C:12]([O:14][CH2:15][CH3:16])=[O:13]. The catalyst class is: 125. (2) Reactant: [Br:1][C:2]1[CH:7]=[CH:6][CH:5]=[CH:4][C:3]=1[C:8]1[N:9]=[C:10]([CH:32]([C:34]2[CH:39]=[C:38]([CH2:40][CH3:41])[CH:37]=[C:36]([O:42][Si](C(C)(C)C)(C)C)[C:35]=2[F:50])[OH:33])[N:11]([C:13]([C:26]2[CH:31]=[CH:30][CH:29]=[CH:28][CH:27]=2)([C:20]2[CH:25]=[CH:24][CH:23]=[CH:22][CH:21]=2)[C:14]2[CH:19]=[CH:18][CH:17]=[CH:16][CH:15]=2)[CH:12]=1.CCCC[N+](CCCC)(CCCC)CCCC.[F-]. Product: [Br:1][C:2]1[CH:7]=[CH:6][CH:5]=[CH:4][C:3]=1[C:8]1[N:9]=[C:10]([CH:32]([OH:33])[C:34]2[C:35]([F:50])=[C:36]([OH:42])[CH:37]=[C:38]([CH2:40][CH3:41])[CH:39]=2)[N:11]([C:13]([C:26]2[CH:31]=[CH:30][CH:29]=[CH:28][CH:27]=2)([C:20]2[CH:25]=[CH:24][CH:23]=[CH:22][CH:21]=2)[C:14]2[CH:19]=[CH:18][CH:17]=[CH:16][CH:15]=2)[CH:12]=1. The catalyst class is: 49.